Binary Classification. Given a miRNA mature sequence and a target amino acid sequence, predict their likelihood of interaction. From a dataset of Experimentally validated miRNA-target interactions with 360,000+ pairs, plus equal number of negative samples. (1) The protein sequence of the target gene is MRRRRRRDGFYLAPDFRHREAEDMAGVFDIDLDQPEDAGSEDELEEGGQLNESMDHGGVGPYELGMEHCEKFEISETSVNRGPEKIRPECFELLRVLGKGGYGKVFQVRKVTGANTGKIFAMKVLKKAMIVRNAKDTAHTKAERNILEEVKHPFIVDLIYAFQTGGKLYLILEYLSGGELFMQLEREGIFMEDTACFYLAEISMALGHLHQKGIIYRDLKPENIMLNHQGHVKLTDFGLCKESIHDGTVTHTFCGTIEYMAPEILMRSGHNRAVDWWSLGALMYDMLTGAPPFTGENRKK.... Result: 0 (no interaction). The miRNA is mmu-miR-1981-5p with sequence GUAAAGGCUGGGCUUAGACGUGGC. (2) The miRNA is hsa-miR-651-3p with sequence AAAGGAAAGUGUAUCCUAAAAG. The protein sequence of the target gene is MMRREDEEEEGTMMKAKGDLEMKEEEEISETGELVGPFVSAMPTPMPHNKGTRFSEAWEYFHLAPARAGHHPNQYATCRLCGRQVSRGPGVNVGTTALWKHLKSMHREELEKSGHGQAGQRQDPRPHGPQLPTGIEGNWGRLLEQVGTMALWASQREKEVLRRERAVEWRERAVEKRERALEEVERAILEMKWKVRAEKEACQREKELPAAVHPFHFV. Result: 0 (no interaction). (3) The miRNA is hsa-miR-548ah-3p with sequence CAAAAACUGCAGUUACUUUUGC. The protein sequence of the target gene is MPVQLTTALRVVGTSLFALAVLGGILAAYVTGYQFIHTEKHYLSFGLYGAILGLHLLIQSLFAFLEHRRMRRAGQALKLPSPRRGSVALCIAAYQEDPDYLRKCLRSAQRISFPDLKVVMVVDGNRQEDAYMLDIFHEVLGGTEQAGFFVWRSNFHEAGEGETEASLQEGMDRVRDVVRASTFSCIMQKWGGKREVMYTAFKALGDSVDYIQVCDSDTVLDPACTIEMLRVLEEDPQVGGVGGDVQILNKYDSWISFLSSVRYWMAFNVERACQSYFGCVQCISGPLGMYRNSLLQQFLE.... Result: 1 (interaction). (4) The miRNA is hsa-miR-6873-5p with sequence CAGAGGGAAUACAGAGGGCAAU. The protein sequence of the target gene is MRSPRTFTFYFLLLVICSSEAALSTPTEPIVQPSILQEHELAGEELLRPKRAAAAGDRVAEEYMVDIEISFENVSFLESIRAHLNNLSFPIRGTEADILNIAMTTVCTPAGNDLLCFCEKGYQWSEERCLHSLTCQDYDSALPGGYCSCLKGLPPQGPFCQLPEAFITLKLKVRLNIGFQEDLKNTSSALYRSYKTDLERAFRAGYRTLPGFRSVTVTQFTKGSVVVNYVVRVTSAPLPGSIHKANEQVIQNLNHTYKMDYNSFQGTPSNETKFTVIPEFIFEGDNVTLECETEFVTSNT.... Result: 0 (no interaction). (5) The miRNA is mmu-miR-721 with sequence CAGUGCAAUUAAAAGGGGGAA. The protein sequence of the target gene is MKSLLLLVLISICWADHLSDNYTLDHDRAIHIQAENGPHLLVEAEQAKVFSHRGGNVTLPCKFYRDPTAFGSGIHKIRIKWTKLTSDYLKEVDVFVSMGYHKKTYGGYQGRVFLKGGSDSDASLVITDLTLEDYGRYKCEVIEGLEDDTVVVALDLQGVVFPYFPRLGRYNLNFHEAQQACLDQDAVIASFDQLYDAWRGGLDWCNAGWLSDGSVQYPITKPREPCGGQNTVPGVRNYGFWDKDKSRYDVFCFTSNFNGRFYYLIHPTKLTYDEAVQACLNDGAQIAKVGQIFAAWKILG.... Result: 0 (no interaction). (6) The miRNA is hsa-miR-6771-5p with sequence CUCGGGAGGGCAUGGGCCAGGC. The protein sequence of the target gene is MWPGNAWRAALFWVPRGRRAQSALAQLRGILEGELEGIRGAGTWKSERVITSRQGPHIRVDGVSGGILNFCANNYLGLSSHPEVIQAGLQALEEFGAGLSSVRFICGTQSIHKNLEAKIARFHQREDAILYPSCYDANAGLFEALLTPEDAVLSDELNHASIIDGIRLCKAHKYRYRHLDMADLEAKLQEAQKHRLRLVATDGAFSMDGDIAPLQEICCLASRYGALVFMDECHATGFLGPTGRGTDELLGVMDQVTIINSTLGKALGGASGGYTTGPGPLVSLLRQRARPYLFSNSLPP.... Result: 0 (no interaction).